Task: Predict the product of the given reaction.. Dataset: Forward reaction prediction with 1.9M reactions from USPTO patents (1976-2016) (1) Given the reactants C(=O)([O-])[O-].[K+].[K+].Cl.Cl[CH2:9][C:10]1[C:15]([CH3:16])=[C:14]([O:17][CH3:18])[C:13]([F:19])=[CH:12][N:11]=1.FC(F)(F)C(O)=O.[NH2:27][C:28]1[C:29]2[C:30]3[C:31](=[N:43][NH:44][N:45]=2)[CH:32]=[C:33]([CH2:38][C:39]([NH:41][CH3:42])=[O:40])[C:34]=3[CH2:35][S:36][N:37]=1, predict the reaction product. The product is: [NH2:27][C:28]1[C:29]2[C:30]3[C:31](=[N:43][N:44]([CH2:9][C:10]4[C:15]([CH3:16])=[C:14]([O:17][CH3:18])[C:13]([F:19])=[CH:12][N:11]=4)[N:45]=2)[CH:32]=[C:33]([CH2:38][C:39]([NH:41][CH3:42])=[O:40])[C:34]=3[CH2:35][S:36][N:37]=1. (2) The product is: [CH3:15][O:1][C:2]1[CH:11]=[CH:10][C:5]2[C:6](=[O:9])[CH2:7][O:8][C:4]=2[C:3]=1[C:12]([O:26][CH3:27])=[O:14]. Given the reactants [OH:1][C:2]1[CH:11]=[CH:10][C:5]2[C:6](=[O:9])[CH2:7][O:8][C:4]=2[C:3]=1[C:12]([OH:14])=O.[C:15](=O)([O-])[O-].[K+].[K+].S([O:26][CH3:27])(OC)(=O)=O.O, predict the reaction product.